From a dataset of Full USPTO retrosynthesis dataset with 1.9M reactions from patents (1976-2016). Predict the reactants needed to synthesize the given product. (1) Given the product [CH3:11][O:10][C:8]([C:7]1[CH:6]=[CH:5][C:4]([C:12]2[CH:17]=[CH:16][C:15]([NH2:18])=[CH:14][CH:13]=2)=[CH:3][C:2]=1[Cl:1])=[O:9], predict the reactants needed to synthesize it. The reactants are: [Cl:1][C:2]1[CH:3]=[C:4]([C:12]2[CH:17]=[CH:16][C:15]([N+:18]([O-])=O)=[CH:14][CH:13]=2)[CH:5]=[CH:6][C:7]=1[C:8]([O:10][CH3:11])=[O:9].Cl. (2) Given the product [CH3:1][N:2]1[CH:9]=[C:8]([C:17]([F:19])([F:18])[F:16])[C:6](=[O:7])[N:5]([CH3:10])[C:3]1=[O:4], predict the reactants needed to synthesize it. The reactants are: [CH3:1][N:2]1[CH:9]=[CH:8][C:6](=[O:7])[N:5]([CH3:10])[C:3]1=[O:4].S(=O)(=O)(O)O.[F:16][C:17](I)([F:19])[F:18].OO. (3) Given the product [ClH:27].[ClH:28].[C:1]([O:5][C:6]([N:8]1[CH2:9][CH2:10][CH:11]([O:14][C:15]2[CH:24]=[C:23]([O:25][CH3:26])[CH:22]=[C:21]3[C:16]=2[C:17]([NH:35][C:34]2[C:29]([Cl:28])=[CH:30][CH:31]=[C:32]4[O:38][CH2:37][O:36][C:33]=24)=[N:18][CH:19]=[N:20]3)[CH2:12][CH2:13]1)=[O:7])([CH3:4])([CH3:3])[CH3:2], predict the reactants needed to synthesize it. The reactants are: [C:1]([O:5][C:6]([N:8]1[CH2:13][CH2:12][CH:11]([O:14][C:15]2[CH:24]=[C:23]([O:25][CH3:26])[CH:22]=[C:21]3[C:16]=2[C:17]([Cl:27])=[N:18][CH:19]=[N:20]3)[CH2:10][CH2:9]1)=[O:7])([CH3:4])([CH3:3])[CH3:2].[Cl:28][C:29]1[C:34]([NH2:35])=[C:33]2[O:36][CH2:37][O:38][C:32]2=[CH:31][CH:30]=1. (4) Given the product [CH2:12]([C:19]1[N:24]=[C:23]2[N:25]([C@@H:7]3[C:8]4[C:4](=[CH:3][C:2]([Br:1])=[CH:10][CH:9]=4)[CH2:5][CH2:6]3)[C:26]([CH2:28][CH3:29])=[N:27][C:22]2=[C:21]([CH3:30])[CH:20]=1)[C:13]1[CH:14]=[CH:15][CH:16]=[CH:17][CH:18]=1, predict the reactants needed to synthesize it. The reactants are: [Br:1][C:2]1[CH:3]=[C:4]2[C:8](=[CH:9][CH:10]=1)[C@H:7](O)[CH2:6][CH2:5]2.[CH2:12]([C:19]1[N:24]=[C:23]2[NH:25][C:26]([CH2:28][CH3:29])=[N:27][C:22]2=[C:21]([CH3:30])[CH:20]=1)[C:13]1[CH:18]=[CH:17][CH:16]=[CH:15][CH:14]=1.C(C1C=C(C)N=C2NC(CC)=NC=12)C1C=CC=CC=1.C1C=CC(P(C2C=CC=CC=2)C2C=CC=CC=2)=CC=1.CCOC(/N=N/C(OCC)=O)=O. (5) Given the product [F:56][C:51]1[CH:52]=[CH:53][CH:54]=[CH:55][C:50]=1[C@H:49]1[CH2:48][N:47]([C:2]2[N:7]=[CH:6][C:5]([O:8][CH2:9][CH2:10][C@H:11]([CH:13]3[CH2:18][CH2:17][N:16]([C:19]4[O:23][N:22]=[C:21]([CH:24]([CH3:26])[CH3:25])[N:20]=4)[CH2:15][CH2:14]3)[CH3:12])=[CH:4][N:3]=2)[CH2:46][C@@H:45]1[NH2:44], predict the reactants needed to synthesize it. The reactants are: Cl[C:2]1[N:7]=[CH:6][C:5]([O:8][CH2:9][CH2:10][C@H:11]([CH:13]2[CH2:18][CH2:17][N:16]([C:19]3[O:23][N:22]=[C:21]([CH:24]([CH3:26])[CH3:25])[N:20]=3)[CH2:15][CH2:14]2)[CH3:12])=[CH:4][N:3]=1.Cl.C1C2C(COC(=O)[NH:44][C@H:45]3[C@H:49]([C:50]4[CH:55]=[CH:54][CH:53]=[CH:52][C:51]=4[F:56])[CH2:48][NH:47][CH2:46]3)C3C(=CC=CC=3)C=2C=CC=1.C1CCN2C(=NCCC2)CC1. (6) Given the product [C:22]([O:21][C:19]([N:9]1[CH2:8][CH2:7][C:6]2[C:11](=[CH:12][C:3]([OH:2])=[CH:4][CH:5]=2)[CH2:10]1)=[O:20])([CH3:25])([CH3:24])[CH3:23], predict the reactants needed to synthesize it. The reactants are: Br.[OH:2][C:3]1[CH:12]=[C:11]2[C:6]([CH2:7][CH2:8][NH:9][CH2:10]2)=[CH:5][CH:4]=1.O1CCOCC1.[C:19](O[C:19]([O:21][C:22]([CH3:25])([CH3:24])[CH3:23])=[O:20])([O:21][C:22]([CH3:25])([CH3:24])[CH3:23])=[O:20]. (7) The reactants are: [C:1]([C:5]1[CH:11]=[CH:10][C:8]([NH2:9])=[CH:7][CH:6]=1)([CH3:4])([CH3:3])[CH3:2].FC(F)(F)C(O)=O.[O:19]1[CH:24]=[CH:23][CH2:22][CH2:21][CH2:20]1.[OH:25][C:26]1[CH:27]=[C:28]([CH:31]=[CH:32][CH:33]=1)[CH:29]=O.NC1C=CC=CC=1. Given the product [C:1]([C:5]1[CH:6]=[CH:7][C:8]2[NH:9][CH:29]([C:28]3[CH:27]=[C:26]([OH:25])[CH:33]=[CH:32][CH:31]=3)[CH:21]3[CH2:22][CH2:23][CH2:24][O:19][CH:20]3[C:10]=2[CH:11]=1)([CH3:4])([CH3:2])[CH3:3], predict the reactants needed to synthesize it. (8) Given the product [Cl:22][C:18]1[N:17]=[C:16]([O:15][C:12]2[CH:11]=[CH:10][CH:9]=[C:8]3[C:13]=2[CH:14]=[C:6]([C:4]([OH:5])=[O:3])[NH:7]3)[CH:21]=[CH:20][CH:19]=1, predict the reactants needed to synthesize it. The reactants are: C([O:3][C:4]([C:6]1[NH:7][C:8]2[C:13]([CH:14]=1)=[C:12]([O:15][C:16]1[CH:21]=[CH:20][CH:19]=[C:18]([Cl:22])[N:17]=1)[CH:11]=[CH:10][CH:9]=2)=[O:5])C.[OH-].[Na+].Cl. (9) Given the product [CH3:34][O:35][CH2:36][C:37]([NH:1][C@H:2]1[CH2:7][CH2:6][C@H:5]([NH:8][C:9]([C:11]2[C:15]3[N:16]=[CH:17][N:18]=[C:19]([C:20]4[C:28]5[O:27][CH2:26][O:25][C:24]=5[CH:23]=[CH:22][C:21]=4[O:29][CH2:30][CH:31]4[CH2:33][CH2:32]4)[C:14]=3[NH:13][CH:12]=2)=[O:10])[CH2:4][CH2:3]1)=[O:38], predict the reactants needed to synthesize it. The reactants are: [NH2:1][C@H:2]1[CH2:7][CH2:6][C@H:5]([NH:8][C:9]([C:11]2[C:15]3[N:16]=[CH:17][N:18]=[C:19]([C:20]4[C:28]5[O:27][CH2:26][O:25][C:24]=5[CH:23]=[CH:22][C:21]=4[O:29][CH2:30][CH:31]4[CH2:33][CH2:32]4)[C:14]=3[NH:13][CH:12]=2)=[O:10])[CH2:4][CH2:3]1.[CH3:34][O:35][CH2:36][C:37](Cl)=[O:38].